Predict the reactants needed to synthesize the given product. From a dataset of Full USPTO retrosynthesis dataset with 1.9M reactions from patents (1976-2016). (1) Given the product [Cl:21][C:18]1[CH:17]=[CH:16][C:15]([N:11]2[CH2:12][CH2:13][CH2:14][NH:8][CH2:9][CH2:10]2)=[CH:20][CH:19]=1, predict the reactants needed to synthesize it. The reactants are: C(OC([N:8]1[CH2:14][CH2:13][CH2:12][N:11]([C:15]2[CH:20]=[CH:19][C:18]([Cl:21])=[CH:17][CH:16]=2)[CH2:10][CH2:9]1)=O)(C)(C)C.O1CCOCC1. (2) Given the product [NH2:23][C:14]1[C:13]2[N:12]=[C:11]([CH2:24][CH2:25][CH2:26][CH3:27])[N:10]([CH2:9][CH2:8][CH2:7][CH2:6][CH2:5][CH2:4][CH2:3][CH2:2][NH:1][C:35](=[O:42])[C:36]3[CH:41]=[CH:40][CH:39]=[CH:38][CH:37]=3)[C:22]=2[C:21]2[CH:20]=[CH:19][CH:18]=[CH:17][C:16]=2[N:15]=1, predict the reactants needed to synthesize it. The reactants are: [NH2:1][CH2:2][CH2:3][CH2:4][CH2:5][CH2:6][CH2:7][CH2:8][CH2:9][N:10]1[C:22]2[C:21]3[CH:20]=[CH:19][CH:18]=[CH:17][C:16]=3[N:15]=[C:14]([NH2:23])[C:13]=2[N:12]=[C:11]1[CH2:24][CH2:25][CH2:26][CH3:27].C(N(CC)CC)C.[C:35](Cl)(=[O:42])[C:36]1[CH:41]=[CH:40][CH:39]=[CH:38][CH:37]=1. (3) Given the product [CH3:16][C:13]1[N:12]=[N:11][C:10]([N:7]2[CH2:8][CH2:9][CH:4]([CH2:3][CH2:2][O:17][C:18]3[CH:27]=[C:26]4[C:21]([C:22]([O:28][CH2:29][CH3:30])=[N:23][CH:24]=[N:25]4)=[CH:20][CH:19]=3)[CH2:5][CH2:6]2)=[CH:15][CH:14]=1, predict the reactants needed to synthesize it. The reactants are: Cl[CH2:2][CH2:3][CH:4]1[CH2:9][CH2:8][N:7]([C:10]2[N:11]=[N:12][C:13]([CH3:16])=[CH:14][CH:15]=2)[CH2:6][CH2:5]1.[OH:17][C:18]1[CH:27]=[C:26]2[C:21]([C:22]([O:28][CH2:29][CH3:30])=[N:23][CH:24]=[N:25]2)=[CH:20][CH:19]=1.C(=O)([O-])[O-].[K+].[K+].[I-].[K+]. (4) The reactants are: O[C:2]1[C:10]([C:11]([O:13][CH3:14])=[O:12])=[C:9]2[N:5]([CH2:6][CH2:7][CH2:8]2)[C:4](=[O:15])[CH:3]=1.P(Cl)(Cl)([Cl:18])=O.CN(C)C1C=CC=CC=1. Given the product [Cl:18][C:2]1[C:10]([C:11]([O:13][CH3:14])=[O:12])=[C:9]2[N:5]([CH2:6][CH2:7][CH2:8]2)[C:4](=[O:15])[CH:3]=1, predict the reactants needed to synthesize it. (5) Given the product [C:21]1([S:18]([N:14]2[C:15]3[C:11](=[CH:10][C:9]([OH:8])=[CH:17][CH:16]=3)[CH:12]=[CH:13]2)(=[O:19])=[O:20])[CH:22]=[CH:23][CH:24]=[CH:25][CH:26]=1, predict the reactants needed to synthesize it. The reactants are: C([O:8][C:9]1[CH:10]=[C:11]2[C:15](=[CH:16][CH:17]=1)[N:14]([S:18]([C:21]1[CH:26]=[CH:25][CH:24]=[CH:23][CH:22]=1)(=[O:20])=[O:19])[CH:13]=[CH:12]2)C1C=CC=CC=1.C([O-])=O.[NH4+]. (6) Given the product [NH:12]1[CH2:13][CH2:14][CH:10]([C:5]2[CH:6]=[CH:7][CH:8]=[CH:9][C:4]=2[C:1]([NH2:2])=[O:3])[CH2:11]1, predict the reactants needed to synthesize it. The reactants are: [C:1]([C:4]1[CH:9]=[CH:8][CH:7]=[CH:6][C:5]=1[CH:10]1[CH2:14][CH2:13][N:12](C(OC(C)(C)C)=O)[CH2:11]1)(=[O:3])[NH2:2].Cl. (7) Given the product [Cl:1][C:2]1[CH:10]=[C:9]2[C:5]([C:6]([C:11]([N:13]3[CH2:18][CH2:17][C:16]4([C:22]5[CH:23]=[CH:24][CH:25]=[CH:26][C:21]=5[CH2:20][O:19]4)[CH2:15][CH2:14]3)=[O:12])=[CH:7][N:8]2[CH2:28][CH2:29][CH:30]2[CH2:35][CH2:34][O:33][CH2:32][CH2:31]2)=[CH:4][CH:3]=1, predict the reactants needed to synthesize it. The reactants are: [Cl:1][C:2]1[CH:10]=[C:9]2[C:5]([C:6]([C:11]([N:13]3[CH2:18][CH2:17][C:16]4([C:22]5[CH:23]=[CH:24][CH:25]=[CH:26][C:21]=5[CH2:20][O:19]4)[CH2:15][CH2:14]3)=[O:12])=[CH:7][NH:8]2)=[CH:4][CH:3]=1.Br[CH2:28][CH2:29][CH:30]1[CH2:35][CH2:34][O:33][CH2:32][CH2:31]1.